This data is from Forward reaction prediction with 1.9M reactions from USPTO patents (1976-2016). The task is: Predict the product of the given reaction. (1) The product is: [NH2:47][C:9]1[C:8]2[N:29]=[C:5]([CH2:4][O:3][CH2:1][CH3:2])[N:6]([CH2:30][C:31]([OH:34])([CH3:33])[CH3:32])[C:7]=2[C:16]2[CH:15]=[CH:14][C:13]([O:17][CH2:18][CH2:19][NH:20][C:21](=[O:27])[O:22][C:23]([CH3:26])([CH3:25])[CH3:24])=[CH:12][C:11]=2[N:10]=1. Given the reactants [CH2:1]([O:3][CH2:4][C:5]1[N:6]([CH2:30][C:31]([OH:34])([CH3:33])[CH3:32])[C:7]2[C:16]3[CH:15]=[CH:14][C:13]([O:17][CH2:18][CH2:19][NH:20][C:21](=[O:27])[O:22][C:23]([CH3:26])([CH3:25])[CH3:24])=[CH:12][C:11]=3[N+:10]([O-])=[CH:9][C:8]=2[N:29]=1)[CH3:2].C1(C)C=CC(S(Cl)(=O)=O)=CC=1.[OH-].[NH4+:47], predict the reaction product. (2) Given the reactants C([Si](CC)(CC)[O:4][CH2:5][CH2:6][C:7]#[C:8][Si:9]([CH2:14][CH3:15])([CH2:12][CH3:13])[CH2:10][CH3:11])C.Cl.CCCCCC.O, predict the reaction product. The product is: [CH2:14]([Si:9]([CH2:10][CH3:11])([CH2:12][CH3:13])[C:8]#[C:7][CH2:6][CH2:5][OH:4])[CH3:15]. (3) Given the reactants [N+:1]([C:4]1[CH:11]=[CH:10][CH:9]=[CH:8][C:5]=1[CH:6]=O)([O-:3])=[O:2].[NH2:12][CH2:13][CH:14]1[CH2:19][CH2:18][N:17]([C:20]([O:22][C:23]([CH3:26])([CH3:25])[CH3:24])=[O:21])[CH2:16][CH2:15]1.C([BH3-])#N.[Na+].C(Cl)(Cl)Cl.CO, predict the reaction product. The product is: [N+:1]([C:4]1[CH:11]=[CH:10][CH:9]=[CH:8][C:5]=1[CH2:6][NH:12][CH2:13][CH:14]1[CH2:19][CH2:18][N:17]([C:20]([O:22][C:23]([CH3:26])([CH3:25])[CH3:24])=[O:21])[CH2:16][CH2:15]1)([O-:3])=[O:2]. (4) The product is: [F:1][C:2]([F:7])([F:6])[C:3]([OH:5])=[O:4].[CH3:19][CH:17]([O:16][C:15]1[CH:14]=[CH:13][C:12]([C:20]2[O:24][N:23]=[C:22]([C:25]3[C:42]([CH3:43])=[CH:41][C:28]4[CH2:29][CH2:30][NH:31][CH2:32][CH2:33][C:27]=4[CH:26]=3)[N:21]=2)=[CH:11][C:10]=1[C:8]#[N:9])[CH3:18]. Given the reactants [F:1][C:2]([F:7])([F:6])[C:3]([OH:5])=[O:4].[C:8]([C:10]1[CH:11]=[C:12]([C:20]2[O:24][N:23]=[C:22]([C:25]3[C:42]([CH3:43])=[CH:41][C:28]4[CH2:29][CH2:30][N:31](C(OC(C)(C)C)=O)[CH2:32][CH2:33][C:27]=4[CH:26]=3)[N:21]=2)[CH:13]=[CH:14][C:15]=1[O:16][CH:17]([CH3:19])[CH3:18])#[N:9], predict the reaction product. (5) Given the reactants [CH3:1][C:2]1[N+:3]([O-])=[CH:4][C:5]2[C:10]([CH:11]=1)=[CH:9][CH:8]=[CH:7][CH:6]=2.C(OC(=O)C)(=[O:15])C, predict the reaction product. The product is: [CH3:1][C:2]1[NH:3][C:4](=[O:15])[C:5]2[C:10]([CH:11]=1)=[CH:9][CH:8]=[CH:7][CH:6]=2. (6) Given the reactants [OH-].[Na+].[Br:3][C:4]1[N:5]=[C:6]([C@H:15]2[CH2:20][CH2:19][C@H:18]([C:21]([O:23]C)=[O:22])[CH2:17][CH2:16]2)[O:7][C:8]=1[C:9]1[CH:14]=[CH:13][CH:12]=[CH:11][CH:10]=1, predict the reaction product. The product is: [Br:3][C:4]1[N:5]=[C:6]([C@H:15]2[CH2:16][CH2:17][C@H:18]([C:21]([OH:23])=[O:22])[CH2:19][CH2:20]2)[O:7][C:8]=1[C:9]1[CH:14]=[CH:13][CH:12]=[CH:11][CH:10]=1.